Predict the reaction yield, written as a fraction of the theoretical maximum amount of product (1.0 means a 100% yield; for example, 0.34 means a 34% yield). From a dataset of Reaction yield outcomes from USPTO patents with 853,638 reactions. (1) The reactants are [Br:1][C:2]1[C:10]2[C:9](=[O:11])[NH:8][N:7]=[C:6]([C:12]3[CH:17]=[CH:16][N:15]=[CH:14][CH:13]=3)[C:5]=2[S:4][CH:3]=1.[N:18]1[CH:23]=[CH:22][CH:21]=[CH:20][C:19]=1[CH2:24][CH2:25]O. No catalyst specified. The product is [Br:1][C:2]1[C:10]2[C:9](=[O:11])[N:8]([CH2:25][CH2:24][C:19]3[CH:20]=[CH:21][CH:22]=[CH:23][N:18]=3)[N:7]=[C:6]([C:12]3[CH:17]=[CH:16][N:15]=[CH:14][CH:13]=3)[C:5]=2[S:4][CH:3]=1. The yield is 0.700. (2) The reactants are Br[C:2]1[CH:3]=[C:4]([CH:28]=[CH:29][CH:30]=1)[CH2:5][N:6]1[C:10]([CH3:11])=[N:9][C:8]([C:12]2[O:13][C:14]([C:17]3[CH:22]=[CH:21][C:20]([O:23][C:24]([F:27])([F:26])[F:25])=[CH:19][CH:18]=3)=[N:15][N:16]=2)=[N:7]1.[CH3:31][N:32]1[CH2:37][CH2:36][NH:35][CH2:34][CH2:33]1.C[C:39]([O-:42])(C)C.[Na+].C1(P(C2CCCCC2)C2C=CC=CC=2C2C([O:63]C(C)C)=CC=CC=2OC(C)C)CCCCC1. The catalyst is C1COCC1.CS(C)=O.CC(OC1C=CC=C(OC(C)C)C=1C1C(P(C2CCCCC2)C2CCCCC2)=CC=CC=1)C.C1C=[C-]C(C2C(N)=CC=CC=2)=CC=1.Cl[Pd+]. The product is [F:27][C:24]([F:25])([F:26])[C:39]([O-:42])=[O:63].[CH3:31][NH+:32]1[CH2:37][CH2:36][N:35]([C:2]2[CH:30]=[CH:29][CH:28]=[C:4]([CH2:5][N:6]3[C:10]([CH3:11])=[N:9][C:8]([C:12]4[O:13][C:14]([C:17]5[CH:22]=[CH:21][C:20]([O:23][C:24]([F:27])([F:26])[F:25])=[CH:19][CH:18]=5)=[N:15][N:16]=4)=[N:7]3)[CH:3]=2)[CH2:34][CH2:33]1. The yield is 0.0110. (3) The reactants are Cl[C:2]1[S:3][CH:4]=[CH:5][C:6]=1[N+:7]([O-:9])=[O:8].[CH3:10][C:11]1[N:12]=[CH:13][NH:14][CH:15]=1. No catalyst specified. The product is [CH3:10][C:11]1[N:12]=[CH:13][N:14]([C:2]2[S:3][CH:4]=[CH:5][C:6]=2[N+:7]([O-:9])=[O:8])[CH:15]=1. The yield is 0.490. (4) The reactants are [NH2:1][C:2]1[CH:19]=[CH:18][C:5]([O:6][C:7]2[C:16]3[NH:15][C:14](=[O:17])[CH:13]=[N:12][C:11]=3[N:10]=[CH:9][CH:8]=2)=[CH:4][C:3]=1[S:20][CH3:21].[C:22]([C:26]1[CH:30]=[C:29]([N:31]=[C:32]=[O:33])[N:28]([C:34]2[CH:39]=[CH:38][CH:37]=[CH:36][CH:35]=2)[N:27]=1)([CH3:25])([CH3:24])[CH3:23]. No catalyst specified. The product is [C:22]([C:26]1[CH:30]=[C:29]([NH:31][C:32]([NH:1][C:2]2[CH:19]=[CH:18][C:5]([O:6][C:7]3[C:16]4[NH:15][C:14](=[O:17])[CH:13]=[N:12][C:11]=4[N:10]=[CH:9][CH:8]=3)=[CH:4][C:3]=2[S:20][CH3:21])=[O:33])[N:28]([C:34]2[CH:39]=[CH:38][CH:37]=[CH:36][CH:35]=2)[N:27]=1)([CH3:25])([CH3:23])[CH3:24]. The yield is 0.590.